Task: Regression/Classification. Given a drug SMILES string, predict its absorption, distribution, metabolism, or excretion properties. Task type varies by dataset: regression for continuous measurements (e.g., permeability, clearance, half-life) or binary classification for categorical outcomes (e.g., BBB penetration, CYP inhibition). Dataset: rlm.. Dataset: Rat liver microsome stability data (1) The drug is Cc1c(Nc2c(C#N)cncc2C=Cc2cccc(CN3CCCCC3)n2)ccc2[nH]ccc12. The result is 1 (stable in rat liver microsomes). (2) The drug is Cc1ccc(S(=O)(=O)Nc2cnccc2C(=O)Nc2ccc(-c3nc4ccccc4[nH]3)cc2)cc1. The result is 1 (stable in rat liver microsomes). (3) The compound is Nc1cc(F)ccc1NC(=O)c1ccc(CNC(=O)C=Cc2cccnc2)cc1. The result is 0 (unstable in rat liver microsomes).